This data is from Reaction yield outcomes from USPTO patents with 853,638 reactions. The task is: Predict the reaction yield, written as a fraction of the theoretical maximum amount of product (1.0 means a 100% yield; for example, 0.34 means a 34% yield). (1) The reactants are [Cl:1][C:2]1[CH:7]=[C:6]([Cl:8])[CH:5]=[CH:4][C:3]=1[N:9]1[C:14]2=[N:15][C:16]3[CH:21]=[CH:20][CH:19]=[C:18]([CH:22]([OH:25])[CH2:23][CH3:24])[C:17]=3[N:13]2[CH2:12][CH2:11][CH2:10]1.[H-].[Na+].[CH3:28]I. The catalyst is CN(C)C=O.O. The product is [Cl:1][C:2]1[CH:7]=[C:6]([Cl:8])[CH:5]=[CH:4][C:3]=1[N:9]1[C:14]2=[N:15][C:16]3[CH:21]=[CH:20][CH:19]=[C:18]([CH:22]([O:25][CH3:28])[CH2:23][CH3:24])[C:17]=3[N:13]2[CH2:12][CH2:11][CH2:10]1. The yield is 0.210. (2) The reactants are Cl.[CH2:2]([NH2:4])[CH3:3].[F:5][C:6]1[CH:7]=[C:8]([CH:12]=[CH:13][C:14]=1[F:15])[C:9]([OH:11])=O. No catalyst specified. The product is [F:5][C:6]1[CH:7]=[C:8]([CH:12]=[CH:13][C:14]=1[F:15])[C:9]([NH:4][CH2:2][CH3:3])=[O:11]. The yield is 0.560.